This data is from NCI-60 drug combinations with 297,098 pairs across 59 cell lines. The task is: Regression. Given two drug SMILES strings and cell line genomic features, predict the synergy score measuring deviation from expected non-interaction effect. Drug 1: C1CC(=O)NC(=O)C1N2CC3=C(C2=O)C=CC=C3N. Drug 2: CN(C)C1=NC(=NC(=N1)N(C)C)N(C)C. Cell line: UO-31. Synergy scores: CSS=0.307, Synergy_ZIP=1.43, Synergy_Bliss=2.61, Synergy_Loewe=-0.165, Synergy_HSA=0.712.